Dataset: Full USPTO retrosynthesis dataset with 1.9M reactions from patents (1976-2016). Task: Predict the reactants needed to synthesize the given product. Given the product [CH3:1][NH:2][C:3]([C:5]1[CH:14]=[CH:13][C:12]2[C:7](=[CH:8][CH:9]=[CH:10][C:11]=2[N:15]=[CH:26][C:25]([OH:32])([C:28]([F:29])([F:31])[F:30])[CH2:24][C:23]([C:21]2[CH:22]=[C:17]([F:16])[CH:18]=[CH:19][C:20]=2[O:35][CH3:36])([CH3:33])[CH3:34])[N:6]=1)=[O:4], predict the reactants needed to synthesize it. The reactants are: [CH3:1][NH:2][C:3]([C:5]1[CH:14]=[CH:13][C:12]2[C:7](=[CH:8][CH:9]=[CH:10][C:11]=2[NH2:15])[N:6]=1)=[O:4].[F:16][C:17]1[CH:18]=[CH:19][C:20]([O:35][CH3:36])=[C:21]([C:23]([CH3:34])([CH3:33])[CH2:24][C:25]([OH:32])([C:28]([F:31])([F:30])[F:29])[CH:26]=O)[CH:22]=1.C(O)(=O)C.CCCCCC.C(OCC)(=O)C.